From a dataset of Full USPTO retrosynthesis dataset with 1.9M reactions from patents (1976-2016). Predict the reactants needed to synthesize the given product. (1) Given the product [F:1][C:2]1[C:24]([CH3:25])=[CH:23][C:5]2[N:6]([CH:10]3[CH2:11][CH2:12][NH:13][CH2:14][CH2:15]3)[C:7](=[O:9])[NH:8][C:4]=2[CH:3]=1, predict the reactants needed to synthesize it. The reactants are: [F:1][C:2]1[C:24]([CH3:25])=[CH:23][C:5]2[N:6]([CH:10]3[CH2:15][CH2:14][N:13](C(OC(C)(C)C)=O)[CH2:12][CH2:11]3)[C:7](=[O:9])[NH:8][C:4]=2[CH:3]=1.FC(F)(F)C(O)=O. (2) Given the product [Cl:3][C:4]1[CH:5]=[C:6]([CH2:7][OH:8])[CH:12]=[C:13]([C:15]([F:16])([F:17])[F:18])[N:14]=1, predict the reactants needed to synthesize it. The reactants are: [BH4-].[Na+].[Cl:3][C:4]1[CH:5]=[C:6]([CH:12]=[C:13]([C:15]([F:18])([F:17])[F:16])[N:14]=1)[C:7](OCC)=[O:8]. (3) Given the product [F:19][C:20]1[CH:21]=[CH:22][C:23]([C:26]2[CH:34]=[CH:33][CH:32]=[C:31]3[C:27]=2[CH2:28][CH:29]=[C:30]3[CH2:9][CH2:8][N:1]2[CH2:7][CH2:6][CH2:5][CH2:4][CH2:3][CH2:2]2)=[CH:24][CH:25]=1, predict the reactants needed to synthesize it. The reactants are: [N:1]1([C:8](=O)[CH3:9])[CH2:7][CH2:6][CH2:5][CH2:4][CH2:3][CH2:2]1.[Li+].CC([N-]C(C)C)C.[F:19][C:20]1[CH:25]=[CH:24][C:23]([C:26]2[CH:34]=[CH:33][CH:32]=[C:31]3[C:27]=2[CH2:28][CH2:29][C:30]3=O)=[CH:22][CH:21]=1.Cl.[AlH3].N(CC)(C)C. (4) Given the product [Cl:26][C:23]1[CH:24]=[CH:25][C:20]([C:18]([NH:17][CH:13]([CH2:12][C:7]2[C:5]3[C:4](=[CH:3][CH:2]=[CH:1][CH:6]=3)[NH:11][C:9](=[O:10])[CH:8]=2)[C:14]([O:16][CH2:30][CH2:29][S:28][CH3:27])=[O:15])=[O:19])=[CH:21][CH:22]=1, predict the reactants needed to synthesize it. The reactants are: [CH:1]1[CH:2]=[CH:3][C:4]2[NH:11][C:9](=[O:10])[CH:8]=[C:7]([CH2:12][CH:13]([NH:17][C:18]([C:20]3[CH:21]=[CH:22][C:23]([Cl:26])=[CH:24][CH:25]=3)=[O:19])[C:14]([OH:16])=[O:15])[C:5]=2[CH:6]=1.[CH3:27][S:28][CH2:29][CH2:30]Cl.